This data is from Forward reaction prediction with 1.9M reactions from USPTO patents (1976-2016). The task is: Predict the product of the given reaction. (1) Given the reactants COC1C=CC2C=C(C3C=CC=CC=3N)CCCC=2C=1.Cl.[N:22]1([CH2:29][CH2:30][O:31][C:32]2[CH:40]=[CH:39][C:35]([C:36](O)=O)=[CH:34][CH:33]=2)[CH2:28][CH2:27][CH2:26][CH2:25][CH2:24][CH2:23]1.N1(CCOC2C=C[C:54]([CH2:55][NH:56][C:57]3[CH:62]=[CH:61][CH:60]=[CH:59][C:58]=3[C:63]3[CH2:69][CH2:68][CH2:67][C:66]4[CH:70]=[C:71]([O:74][CH3:75])[CH:72]=[CH:73][C:65]=4[CH:64]=3)=CC=2)CCCCCC1, predict the reaction product. The product is: [N:22]1([CH2:29][CH2:30][O:31][C:32]2[CH:40]=[CH:39][C:35]([CH2:36][N:56]([CH2:55][CH3:54])[C:57]3[CH:62]=[CH:61][CH:60]=[CH:59][C:58]=3[C:63]3[CH2:69][CH2:68][CH2:67][C:66]4[CH:70]=[C:71]([O:74][CH3:75])[CH:72]=[CH:73][C:65]=4[CH:64]=3)=[CH:34][CH:33]=2)[CH2:28][CH2:27][CH2:26][CH2:25][CH2:24][CH2:23]1. (2) Given the reactants [NH2:1][C:2]1[C:3]([C:25]([NH2:27])=[O:26])=[CH:4][C:5]2[C:13]3[C:8](=[CH:9][CH:10]=[CH:11][CH:12]=3)[N:7]([CH2:14][CH2:15][NH:16]C(=O)OC(C)(C)C)[C:6]=2[N:24]=1.[ClH:28], predict the reaction product. The product is: [ClH:28].[NH2:1][C:2]1[C:3]([C:25]([NH2:27])=[O:26])=[CH:4][C:5]2[C:13]3[C:8](=[CH:9][CH:10]=[CH:11][CH:12]=3)[N:7]([CH2:14][CH2:15][NH2:16])[C:6]=2[N:24]=1. (3) Given the reactants [CH3:1][O:2][C:3]1[CH:8]=[CH:7][CH:6]=[CH:5][C:4]=1[N:9]1[CH2:14][CH2:13][N:12]([CH2:15][CH2:16][CH2:17][CH2:18][OH:19])[CH2:11][CH2:10]1.O=CCCCNC(=O)C1C=CC=CC=1, predict the reaction product. The product is: [CH3:1][O:2][C:3]1[CH:8]=[CH:7][CH:6]=[CH:5][C:4]=1[N:9]1[CH2:10][CH2:11][N:12]([CH2:15][CH2:16][CH2:17][CH:18]=[O:19])[CH2:13][CH2:14]1. (4) Given the reactants [C:1]([O:9][CH3:10])(=[O:8])[C:2]1[CH:7]=[CH:6][CH:5]=[CH:4][CH:3]=1.[NH:11]1[CH2:16][CH2:15][CH:14](CO)[CH2:13][CH2:12]1, predict the reaction product. The product is: [C:1]([O:9][CH2:10][CH:14]1[CH2:15][CH2:16][NH:11][CH2:12][CH2:13]1)(=[O:8])[C:2]1[CH:7]=[CH:6][CH:5]=[CH:4][CH:3]=1. (5) Given the reactants [F:1][C:2]1[CH:7]=[CH:6][C:5]([C:8]2[C:23]([C:24]3[CH:29]=[CH:28][N:27]=[C:26](F)[CH:25]=3)=[C:11]3[CH:12]=[CH:13][CH:14]=[C:15]([C:16]4[CH:21]=[CH:20][N:19]=[C:18](F)[CH:17]=4)[N:10]3[N:9]=2)=[CH:4][CH:3]=1.[NH2:31][CH2:32][CH2:33][CH2:34][NH2:35], predict the reaction product. The product is: [NH2:31][CH2:32][CH2:33][CH2:34][NH:35][C:26]1[CH:25]=[C:24]([C:23]2[C:8]([C:5]3[CH:6]=[CH:7][C:2]([F:1])=[CH:3][CH:4]=3)=[N:9][N:10]3[C:15]([C:16]4[CH:21]=[CH:20][N:19]=[C:18]([NH:9][CH2:8][CH2:23][CH2:11][NH2:10])[CH:17]=4)=[CH:14][CH:13]=[CH:12][C:11]=23)[CH:29]=[CH:28][N:27]=1. (6) Given the reactants C(OC(=O)[NH:7][C@@H:8]1[C@@H:13]([OH:14])[C@H:12]([CH2:15][C:16]2[CH:21]=[C:20]([F:22])[C:19]([N+:23]([O-:25])=[O:24])=[C:18]([F:26])[CH:17]=2)[CH2:11][S:10](=[O:28])(=[O:27])[CH2:9]1)(C)(C)C.[ClH:30], predict the reaction product. The product is: [ClH:30].[NH2:7][C@@H:8]1[C@@H:13]([OH:14])[C@H:12]([CH2:15][C:16]2[CH:17]=[C:18]([F:26])[C:19]([N+:23]([O-:25])=[O:24])=[C:20]([F:22])[CH:21]=2)[CH2:11][S:10](=[O:27])(=[O:28])[CH2:9]1. (7) Given the reactants [CH2:1]([NH:4][C:5]1[CH:9]=[C:8]([C:10]2[CH:15]=[CH:14][N:13]=[CH:12][CH:11]=2)[S:7][C:6]=1[C:16]([OH:18])=O)[CH2:2][CH3:3].[Cl-].[NH4+].C([N:23](CC)CC)C.ON1C2C=CC=CC=2N=N1.Cl.C(N=C=NCCCN(C)C)C.C(=O)([O-])O.[Na+], predict the reaction product. The product is: [CH2:1]([NH:4][C:5]1[CH:9]=[C:8]([C:10]2[CH:15]=[CH:14][N:13]=[CH:12][CH:11]=2)[S:7][C:6]=1[C:16]([NH2:23])=[O:18])[CH2:2][CH3:3].